This data is from Reaction yield outcomes from USPTO patents with 853,638 reactions. The task is: Predict the reaction yield, written as a fraction of the theoretical maximum amount of product (1.0 means a 100% yield; for example, 0.34 means a 34% yield). (1) The reactants are [Cl:1][C:2]1[CH:19]=[CH:18][C:5]2[C:6]3[C:10]([CH3:11])=[N:9][O:8][C:7]=3[C:12]3([NH:15][C:16](=O)[C:4]=2[CH:3]=1)[CH2:14][CH2:13]3.C(Cl)[Cl:21].P(Cl)(Cl)(Cl)(Cl)Cl. The catalyst is C(Cl)(Cl)Cl. The product is [Cl:21][C:16]1[C:4]2[CH:3]=[C:2]([Cl:1])[CH:19]=[CH:18][C:5]=2[C:6]2[C:10]([CH3:11])=[N:9][O:8][C:7]=2[C:12]2([N:15]=1)[CH2:14][CH2:13]2. The yield is 0.920. (2) The reactants are C(O)(=O)C.C(O)(=O)C.IC1C=CC=CC=1.[Cl:16][C:17]1[N:22]=[C:21]([N:23]2[CH2:28][CH2:27][O:26][CH2:25][C@H:24]2[CH3:29])[CH:20]=[C:19]([C:30]2([S:36]([CH3:38])=[O:37])[CH2:35][CH2:34][O:33][CH2:32][CH2:31]2)[N:18]=1.[O-2].[Mg+2].[F:41][C:42]([F:47])([F:46])[C:43]([NH2:45])=[O:44]. The catalyst is C(Cl)Cl.CC([O-])=O.CC([O-])=O.CC([O-])=O.CC([O-])=O.[Rh+2].[Rh+2]. The product is [Cl:16][C:17]1[N:18]=[C:19]([C:30]2([S:36]([CH3:38])(=[O:37])=[N:45][C:43](=[O:44])[C:42]([F:47])([F:46])[F:41])[CH2:31][CH2:32][O:33][CH2:34][CH2:35]2)[CH:20]=[C:21]([N:23]2[CH2:28][CH2:27][O:26][CH2:25][C@H:24]2[CH3:29])[N:22]=1. The yield is 0.880. (3) The reactants are [CH3:1][O:2][C:3](=[O:43])[CH2:4][C:5]1[CH:10]=[CH:9][CH:8]=[CH:7][C:6]=1[C:11]#[C:12][C:13]1[C:18]([C:19]([F:22])([F:21])[F:20])=[CH:17][N:16]=[C:15]([NH:23][C:24]2[CH:29]=[CH:28][C:27]([N:30]3[CH2:35][CH2:34][N:33]([C:36]([O:38][C:39]([CH3:42])([CH3:41])[CH3:40])=[O:37])[CH2:32][CH2:31]3)=[CH:26][CH:25]=2)[N:14]=1.C(O)C.[H][H]. The catalyst is CCOC(C)=O.[Pd]. The product is [CH3:1][O:2][C:3](=[O:43])[CH2:4][C:5]1[CH:10]=[CH:9][CH:8]=[CH:7][C:6]=1[CH2:11][CH2:12][C:13]1[C:18]([C:19]([F:21])([F:22])[F:20])=[CH:17][N:16]=[C:15]([NH:23][C:24]2[CH:25]=[CH:26][C:27]([N:30]3[CH2:35][CH2:34][N:33]([C:36]([O:38][C:39]([CH3:41])([CH3:42])[CH3:40])=[O:37])[CH2:32][CH2:31]3)=[CH:28][CH:29]=2)[N:14]=1. The yield is 0.840.